This data is from Full USPTO retrosynthesis dataset with 1.9M reactions from patents (1976-2016). The task is: Predict the reactants needed to synthesize the given product. (1) Given the product [NH2:50][C:46]1[CH:45]=[C:44]([O:43][CH2:42][CH2:41][C:34]2[C:35]3[C:40](=[CH:39][CH:38]=[CH:37][CH:36]=3)[C:31]([NH:30][C:6]([NH:22][C:20]3[N:19]([C:23]4[CH:24]=[CH:25][C:26]([CH3:29])=[CH:27][CH:28]=4)[N:18]=[C:17]([C:13]([CH3:16])([CH3:15])[CH3:14])[CH:21]=3)=[O:7])=[CH:32][CH:33]=2)[CH:49]=[CH:48][N:47]=1, predict the reactants needed to synthesize it. The reactants are: C1N=CN([C:6](N2C=NC=C2)=[O:7])C=1.[C:13]([C:17]1[CH:21]=[C:20]([NH2:22])[N:19]([C:23]2[CH:28]=[CH:27][C:26]([CH3:29])=[CH:25][CH:24]=2)[N:18]=1)([CH3:16])([CH3:15])[CH3:14].[NH2:30][C:31]1[C:40]2[C:35](=[CH:36][CH:37]=[CH:38][CH:39]=2)[C:34]([CH2:41][CH2:42][O:43][C:44]2[CH:49]=[CH:48][N:47]=[C:46]([NH2:50])[CH:45]=2)=[CH:33][CH:32]=1.C1COCC1. (2) The reactants are: [NH2:1][C:2]1[C:3]([F:23])=[CH:4][C:5]([CH3:22])=[C:6]([C:8]2[C:9](=[O:21])[N:10]([CH2:19][CH3:20])[C:11]3[C:16]([CH:17]=2)=[CH:15][N:14]=[C:13]([Cl:18])[CH:12]=3)[CH:7]=1.[F:24][C:25]1[CH:26]=[C:27]([N:31]=[C:32]=[O:33])[CH:28]=[CH:29][CH:30]=1. Given the product [Cl:18][C:13]1[CH:12]=[C:11]2[C:16]([CH:17]=[C:8]([C:6]3[C:5]([CH3:22])=[CH:4][C:3]([F:23])=[C:2]([NH:1][C:32]([NH:31][C:27]4[CH:28]=[CH:29][CH:30]=[C:25]([F:24])[CH:26]=4)=[O:33])[CH:7]=3)[C:9](=[O:21])[N:10]2[CH2:19][CH3:20])=[CH:15][N:14]=1, predict the reactants needed to synthesize it.